Dataset: Peptide-MHC class II binding affinity with 134,281 pairs from IEDB. Task: Regression. Given a peptide amino acid sequence and an MHC pseudo amino acid sequence, predict their binding affinity value. This is MHC class II binding data. The peptide sequence is GAYETYKFIPSLEAA. The MHC is DRB1_1201 with pseudo-sequence DRB1_1201. The binding affinity (normalized) is 0.390.